This data is from Reaction yield outcomes from USPTO patents with 853,638 reactions. The task is: Predict the reaction yield, written as a fraction of the theoretical maximum amount of product (1.0 means a 100% yield; for example, 0.34 means a 34% yield). (1) The reactants are COC[O:4][C:5]1[CH:10]=[C:9]([CH3:11])[C:8]([C:12]2[C:17]([CH2:18][O:19][C:20]3[CH:25]=[CH:24][CH:23]=[CH:22][CH:21]=3)=[CH:16][CH:15]=[C:14]([C:26]([O:28][CH3:29])=[O:27])[CH:13]=2)=[C:7]([CH3:30])[CH:6]=1.CO.Cl.CO. The catalyst is C(COC)OC. The product is [OH:4][C:5]1[CH:6]=[C:7]([CH3:30])[C:8]([C:12]2[C:17]([CH2:18][O:19][C:20]3[CH:25]=[CH:24][CH:23]=[CH:22][CH:21]=3)=[CH:16][CH:15]=[C:14]([C:26]([O:28][CH3:29])=[O:27])[CH:13]=2)=[C:9]([CH3:11])[CH:10]=1. The yield is 0.930. (2) The reactants are C([O:4][C:5]1[CH:10]=[CH:9][CH:8]=[C:7]([F:11])[C:6]=1[C:12]1[CH:17]=[CH:16][C:15]([Cl:18])=[CH:14][C:13]=1[Cl:19])C=C.[C:20]1(C)[CH:25]=C(C)C=C(C)[CH:21]=1. No catalyst specified. The product is [CH2:25]([C:10]1[CH:9]=[CH:8][C:7]([F:11])=[C:6]([C:12]2[CH:17]=[CH:16][C:15]([Cl:18])=[CH:14][C:13]=2[Cl:19])[C:5]=1[OH:4])[CH:20]=[CH2:21]. The yield is 0.650. (3) The reactants are [CH3:1][C:2]1[CH:3]=[C:4]([CH:31]=[C:32]([CH3:34])[CH:33]=1)[C:5]([N:7]([CH:28]([CH3:30])[CH3:29])[NH:8][C:9](=[O:27])[C:10]1[CH:15]=[CH:14][C:13]([CH:16]=O)=[C:12]([B:18]2[O:22]C(C)(C)C(C)(C)O2)[CH:11]=1)=[O:6].[NH:35]([C:37]1[CH:42]=[CH:41][CH:40]=[CH:39][N:38]=1)[NH2:36].[CH2:43](Cl)Cl. The catalyst is CCO. The product is [C:28]([N:7]([C:5](=[O:6])[C:4]1[CH:3]=[C:2]([CH3:1])[CH:33]=[C:32]([CH3:34])[CH:31]=1)[NH:8][C:9]([C:10]1[CH:15]=[CH:14][C:13]2[CH:16]=[N:36][N:35]([C:37]3[CH:42]=[CH:41][CH:40]=[CH:39][N:38]=3)[B:18]([OH:22])[C:12]=2[CH:11]=1)=[O:27])([CH3:30])([CH3:43])[CH3:29]. The yield is 0.211. (4) The reactants are [Cl:1][C:2]1[N:7]=[CH:6][C:5]([CH3:8])=[CH:4][C:3]=1[F:9].[Cl:10]N1C(=O)CCC1=O.N(C(C)(C)C#N)=NC(C)(C)C#N. The catalyst is ClC1C=CC=CC=1. The product is [Cl:1][C:2]1[N:7]=[CH:6][C:5]([CH2:8][Cl:10])=[CH:4][C:3]=1[F:9]. The yield is 0.530. (5) The reactants are [C:1]1([CH3:7])[CH:6]=[CH:5][CH:4]=[CH:3][CH:2]=1.C[Zn]C.[C:11](O[C:11](=[O:14])[CH2:12][CH3:13])(=[O:14])[CH2:12][CH3:13].[C:20]1(=[O:35])[CH2:34]CCCCCC[CH2:27][CH2:26][CH2:25][CH2:24][CH2:23][CH:22]=[CH:21]1. The catalyst is C(S([O-])(=O)=O)(F)(F)F.C(S([O-])(=O)=O)(F)(F)F.[Cu+2].C1(C)C(C)=CC=CC=1. The product is [C:11]([O:34][C:20]1[CH2:21][CH2:22][CH2:23][CH2:24][CH2:25][CH2:26][CH2:27][CH2:2][CH2:3][CH2:4][CH2:5][CH2:6][C@@H:1]([CH3:7])[CH:35]=1)(=[O:14])[CH2:12][CH3:13]. The yield is 0.930. (6) The reactants are O1CCOCC1.C(O)(=O)C.[Cl:11][C:12]1[CH:35]=[CH:34][C:15]([O:16][CH2:17][C:18]2[CH:23]=[CH:22][CH:21]=[CH:20][C:19]=2[C:24](=[N:31][O:32][CH3:33])[C:25]([N:27]=[CH:28][NH:29][OH:30])=O)=[CH:14][CH:13]=1. The catalyst is CCOCC. The product is [CH3:33][O:32][N:31]=[C:24]([C:25]1[O:30][N:29]=[CH:28][N:27]=1)[C:19]1[CH:20]=[CH:21][CH:22]=[CH:23][C:18]=1[CH2:17][O:16][C:15]1[CH:34]=[CH:35][C:12]([Cl:11])=[CH:13][CH:14]=1. The yield is 0.408. (7) The reactants are [CH2:1]([CH:8]1[CH2:13][CH2:12][N:11]([C:14](=[O:19])[C:15]([F:18])([F:17])[F:16])[CH2:10][CH2:9]1)[C:2]1[CH:7]=[CH:6][CH:5]=[CH:4][CH:3]=1.[C:20](Cl)(=[O:24])[CH:21]([CH3:23])[CH3:22].[Cl-].[Al+3].[Cl-].[Cl-]. The catalyst is ClCCl. The product is [C:20]([C:5]1[CH:4]=[CH:3][C:2]([CH2:1][CH:8]2[CH2:13][CH2:12][N:11]([C:14](=[O:19])[C:15]([F:18])([F:16])[F:17])[CH2:10][CH2:9]2)=[CH:7][CH:6]=1)(=[O:24])[CH:21]([CH3:23])[CH3:22]. The yield is 0.660. (8) The reactants are [CH3:1][Si:2]([CH3:11])([CH3:10])[O:3][C@@H:4]1[CH2:8][CH2:7][NH:6][C:5]1=[O:9].[C:12](O[C:12]([O:14][C:15]([CH3:18])([CH3:17])[CH3:16])=[O:13])([O:14][C:15]([CH3:18])([CH3:17])[CH3:16])=[O:13].C(N(CC)CC)C. The catalyst is C(Cl)Cl. The product is [O:9]=[C:5]1[C@H:4]([O:3][Si:2]([CH3:11])([CH3:10])[CH3:1])[CH2:8][CH2:7][N:6]1[C:12]([O:14][C:15]([CH3:18])([CH3:17])[CH3:16])=[O:13]. The yield is 0.480. (9) The reactants are [O:1]1CC[O:3][CH:2]1[CH2:6][C:7]1[CH:8]=[C:9]([CH:15]=[CH:16][CH:17]=1)[C:10]([N:12]([CH3:14])[CH3:13])=[O:11].OOS([O-])=O.[K+].Cl. The catalyst is C1COCC1.O. The product is [CH3:14][N:12]([CH3:13])[C:10]([C:9]1[CH:8]=[C:7]([CH2:6][C:2]([OH:3])=[O:1])[CH:17]=[CH:16][CH:15]=1)=[O:11]. The yield is 0.930.